Dataset: Reaction yield outcomes from USPTO patents with 853,638 reactions. Task: Predict the reaction yield, written as a fraction of the theoretical maximum amount of product (1.0 means a 100% yield; for example, 0.34 means a 34% yield). (1) The reactants are [CH3:1][O:2][C:3]1[C:12]2[O:11][C@@H:10]([C:13]3[CH:18]=[CH:17][C:16]([OH:19])=[CH:15][CH:14]=3)[C@H:9]([CH3:20])S[C:7]=2[CH:6]=[CH:5][CH:4]=1.[Br-:21].[Br-].[Br-].C1([N+](C)(C)C)C=CC=CC=1.C1([N+](C)(C)C)C=CC=CC=1.C1([N+](C)(C)C)C=CC=CC=1.[S:54]([O-:58])([O-])(=[O:56])=S.[Na+].[Na+].C(=O)([O-])O.[Na+]. The catalyst is CO.C(Cl)(Cl)Cl. The product is [Br:21][C:17]1[CH:18]=[C:13]([C@H:10]2[C@H:9]([CH3:20])[S:54](=[O:58])(=[O:56])[C:7]3[CH:6]=[CH:5][CH:4]=[C:3]([O:2][CH3:1])[C:12]=3[O:11]2)[CH:14]=[CH:15][C:16]=1[OH:19]. The yield is 0.520. (2) The reactants are BrCCCCC(C)(C1C=CC(C)=CC=1)CO.[Br:17][CH2:18][CH2:19][CH2:20][CH2:21][CH2:22][C:23]([CH3:30])([CH3:29])[C:24](OCC)=[O:25].[Li+].[BH4-].CO. The catalyst is C(Cl)Cl. The product is [Br:17][CH2:18][CH2:19][CH2:20][CH2:21][CH2:22][C:23]([CH3:30])([CH3:29])[CH2:24][OH:25]. The yield is 0.980. (3) The reactants are [CH:1]1([CH2:7][N:8]2[CH2:13][CH2:12][NH:11][CH2:10][CH2:9]2)[CH2:6][CH2:5][CH2:4][CH2:3][CH2:2]1.Cl[C:15]1[C:24]([CH:25]=[O:26])=[CH:23][C:22]2[C:17](=[CH:18][CH:19]=[CH:20][CH:21]=2)[N:16]=1.C(=O)([O-])[O-].[K+].[K+]. The catalyst is CN(C=O)C.O. The product is [CH:1]1([CH2:7][N:8]2[CH2:9][CH2:10][N:11]([C:15]3[C:24]([CH:25]=[O:26])=[CH:23][C:22]4[C:17](=[CH:18][CH:19]=[CH:20][CH:21]=4)[N:16]=3)[CH2:12][CH2:13]2)[CH2:2][CH2:3][CH2:4][CH2:5][CH2:6]1. The yield is 0.860. (4) The reactants are CO[C:3]([C:5]1[S:9][C:8]([CH2:10][CH2:11][C:12]2[C:13]([CH2:18][CH2:19][CH2:20][CH3:21])=[N:14][O:15][C:16]=2[CH3:17])=[N:7][C:6]=1[CH3:22])=[O:4].[NH2:23][CH2:24][CH:25]([OH:27])[CH3:26]. No catalyst specified. The product is [OH:27][CH:25]([CH3:26])[CH2:24][NH:23][C:3]([C:5]1[S:9][C:8]([CH2:10][CH2:11][C:12]2[C:13]([CH2:18][CH2:19][CH2:20][CH3:21])=[N:14][O:15][C:16]=2[CH3:17])=[N:7][C:6]=1[CH3:22])=[O:4]. The yield is 0.490. (5) The reactants are [Br:1][C:2]1[CH:30]=[CH:29][C:5]([CH2:6][C:7]2[O:8][C:9]([CH3:28])=[C:10]([CH3:27])[C:11]=2[C:12]([C:14]2[CH:19]=[CH:18][C:17]([O:20]C)=[C:16]([CH:22]3[CH2:26][CH2:25][CH2:24][CH2:23]3)[CH:15]=2)=[O:13])=[CH:4][CH:3]=1. The catalyst is C(Cl)Cl. The product is [Br:1][C:2]1[CH:30]=[CH:29][C:5]([CH2:6][C:7]2[O:8][C:9]([CH3:28])=[C:10]([CH3:27])[C:11]=2[C:12]([C:14]2[CH:19]=[CH:18][C:17]([OH:20])=[C:16]([CH:22]3[CH2:26][CH2:25][CH2:24][CH2:23]3)[CH:15]=2)=[O:13])=[CH:4][CH:3]=1. The yield is 0.510. (6) The product is [CH:1]([O:4][C:5]1[CH:10]=[CH:9][CH:8]=[CH:7][C:6]=1[NH2:11])([CH3:3])[CH3:2]. The reactants are [CH:1]([O:4][C:5]1[CH:10]=[CH:9][CH:8]=[CH:7][C:6]=1[N+:11]([O-])=O)([CH3:3])[CH3:2]. The catalyst is CO. The yield is 0.810.